Dataset: Experimentally validated miRNA-target interactions with 360,000+ pairs, plus equal number of negative samples. Task: Binary Classification. Given a miRNA mature sequence and a target amino acid sequence, predict their likelihood of interaction. (1) The miRNA is hsa-miR-6739-5p with sequence UGGGAAAGAGAAAGAACAAGUA. The protein sequence of the target gene is MPGETEEPRPPEQQDQEGGEAAKAAPEEPQQRPPEAVAAAPAGTTSSRVLRGGRDRGRAAAAAAAAAVSRRRKAEYPRRRRSSPSARPPDVPGQQPQAAKSPSPVQGKKSPRLLCIEKVTTDKDPKEEKEEEDDSALPQEVSIAASRPSRGWRSSRTSVSRHRDTENTRSSRSKTGSLQLICKSEPNTDQLDYDVGEEHQSPGGISSEEEEEEEEEMLISEEEIPFKDDPRDETYKPHLERETPKPRRKSGKVKEEKEKKEIKVEVEVEVKEEENEIREDEEPPRKRGRRRKDDKSPRLP.... Result: 1 (interaction). (2) The miRNA is hsa-miR-6765-5p with sequence GUGAGGCGGGGCCAGGAGGGUGUGU. The protein sequence of the target gene is MFSFEGDFKTRPKVSLGGASRKEEKASLLHRTQEERRKREEERRRLKNAVIIQSFIRGYRDRKQQYFIQRSAFDQCTDSAQPGGTFCLADGPNLTLLVRQLLFFYKQSEDSKRLIWLYQNLIKHSSLFVKQLDGSERLTCLFQIKRLMSLCCRLLQNCSDDSLNVALPMRMLEVFTSENTYLPVLQDSSYVVSVIEQILHYMVHSGYYRSLYLLINSKLPSSIEYSDLSRVPIAKILLENVLKPLHFTYSSCPEASRHQVFSAFTEEFLGAPFTDQIFHFVIPAFADAQTVFPYEPFLNA.... Result: 0 (no interaction).